From a dataset of Forward reaction prediction with 1.9M reactions from USPTO patents (1976-2016). Predict the product of the given reaction. (1) The product is: [N:2]1([CH2:7][CH2:8][N:9]2[CH:13]=[C:12]([CH:14]3[CH2:19][CH2:18][O:17][CH2:16][CH2:15]3)[N:11]=[C:10]2[CH:20]2[CH2:21][CH2:22][NH:23][CH2:24][CH2:25]2)[CH2:3][CH2:4][CH2:5][CH2:6]1. Given the reactants Cl.[N:2]1([CH2:7][CH2:8][N:9]2[CH:13]=[C:12]([CH:14]3[CH2:19][CH2:18][O:17][CH2:16][CH2:15]3)[N:11]=[C:10]2[CH:20]2[CH2:25][CH2:24][N:23](C(OC(C)(C)C)=O)[CH2:22][CH2:21]2)[CH2:6][CH2:5][CH2:4][CH2:3]1, predict the reaction product. (2) Given the reactants [N:1]1([S:11]([C:14]2[CH:15]=[C:16]([NH:20][C:21]([NH:23][C:24]3[C:25]([C:33]([O:35]C)=O)=[C:26]([C:29]([O:31]C)=[O:30])[S:27][CH:28]=3)=[O:22])[CH:17]=[CH:18][CH:19]=2)(=[O:13])=[O:12])[C:10]2[C:5](=[CH:6][CH:7]=[CH:8][CH:9]=2)[CH2:4][CH2:3][CH2:2]1.C[O-].[Na+], predict the reaction product. The product is: [N:1]1([S:11]([C:14]2[CH:15]=[C:16]([N:20]3[C:33](=[O:35])[C:25]4=[C:26]([C:29]([OH:31])=[O:30])[S:27][CH:28]=[C:24]4[NH:23][C:21]3=[O:22])[CH:17]=[CH:18][CH:19]=2)(=[O:13])=[O:12])[C:10]2[C:5](=[CH:6][CH:7]=[CH:8][CH:9]=2)[CH2:4][CH2:3][CH2:2]1. (3) Given the reactants C[N:2](C)[C:3](=[N:5][C:6](=O)[C:7]1[CH:12]=[C:11]([CH2:13][CH3:14])[C:10]([O:15][CH3:16])=[N:9][C:8]=1[CH3:17])[CH3:4].O.[NH2:21]N, predict the reaction product. The product is: [CH2:13]([C:11]1[C:10]([O:15][CH3:16])=[N:9][C:8]([CH3:17])=[C:7]([C:6]2[N:5]=[C:3]([CH3:4])[NH:2][N:21]=2)[CH:12]=1)[CH3:14]. (4) Given the reactants [Br:1][C:2]1[CH:7]=[CH:6][C:5]([N:8]2[CH:12]=[CH:11][N:10]=[CH:9]2)=[CH:4][CH:3]=1.[Br:13][CH2:14][CH2:15][CH2:16][CH2:17][CH2:18][CH3:19], predict the reaction product. The product is: [Br-:1].[Br:13][C:14]1[CH:19]=[CH:18][C:17]([N+:10]2[CH:11]=[CH:12][N:8]([CH2:5][CH2:4][CH2:3][CH2:2][CH2:7][CH3:6])[CH:9]=2)=[CH:16][CH:15]=1.